The task is: Predict the product of the given reaction.. This data is from Forward reaction prediction with 1.9M reactions from USPTO patents (1976-2016). (1) Given the reactants Br[C:2]1[CH:7]=[CH:6][C:5]([CH2:8][CH2:9][S:10]([NH:13][C:14]2[CH:19]=[CH:18][CH:17]=[CH:16][C:15]=2[S:20]([NH2:23])(=[O:22])=[O:21])(=[O:12])=[O:11])=[CH:4][CH:3]=1.[CH3:24][C:25]([CH3:29])([CH3:28])[C:26]#[CH:27], predict the reaction product. The product is: [CH3:24][C:25]([CH3:29])([CH3:28])[C:26]#[C:27][C:2]1[CH:7]=[CH:6][C:5]([CH2:8][CH2:9][S:10]([NH:13][C:14]2[CH:19]=[CH:18][CH:17]=[CH:16][C:15]=2[S:20]([NH2:23])(=[O:22])=[O:21])(=[O:12])=[O:11])=[CH:4][CH:3]=1. (2) Given the reactants Br[C:2]1[S:3][C:4]([Br:7])=[CH:5][N:6]=1.[NH:8]1[CH2:13][CH2:12][CH:11]([C:14]([NH2:16])=[O:15])[CH2:10][CH2:9]1, predict the reaction product. The product is: [Br:7][C:4]1[S:3][C:2]([N:8]2[CH2:13][CH2:12][CH:11]([C:14]([NH2:16])=[O:15])[CH2:10][CH2:9]2)=[N:6][CH:5]=1. (3) Given the reactants [CH:1]1([C:4]2[CH:5]=[C:6]([C:21]([O:23]CC)=[O:22])[C:7]3[C:12]([CH3:13])=[N:11][N:10]([CH:14]4[CH2:19][CH2:18][N:17]([CH3:20])[CH2:16][CH2:15]4)[C:8]=3[N:9]=2)[CH2:3][CH2:2]1.[OH-].[Na+], predict the reaction product. The product is: [CH:1]1([C:4]2[CH:5]=[C:6]([C:21]([OH:23])=[O:22])[C:7]3[C:12]([CH3:13])=[N:11][N:10]([CH:14]4[CH2:19][CH2:18][N:17]([CH3:20])[CH2:16][CH2:15]4)[C:8]=3[N:9]=2)[CH2:2][CH2:3]1. (4) Given the reactants [C:1]([O:5][C:6]([NH:8][C:9]1[CH:10]=[C:11]([CH3:32])[C:12]([O:15][C:16]2[CH:21]=[C:20]([O:22][CH2:23][CH2:24][O:25][CH3:26])[CH:19]=[CH:18][C:17]=2/[CH:27]=[CH:28]/[C:29]([OH:31])=O)=[N:13][CH:14]=1)=[O:7])([CH3:4])([CH3:3])[CH3:2].CC1C=CC=C([N+]([O-])=O)C=1C(OC(=O)C1C([N+]([O-])=O)=CC=CC=1C)=O.[CH2:58]([S:63]([NH2:66])(=[O:65])=[O:64])[CH2:59][CH2:60][CH2:61][CH3:62].[Cl-].[NH4+], predict the reaction product. The product is: [CH3:26][O:25][CH2:24][CH2:23][O:22][C:20]1[CH:19]=[CH:18][C:17](/[CH:27]=[CH:28]/[C:29](=[O:31])[NH:66][S:63]([CH2:58][CH2:59][CH2:60][CH2:61][CH3:62])(=[O:65])=[O:64])=[C:16]([CH:21]=1)[O:15][C:12]1[N:13]=[CH:14][C:9]([NH:8][C:6](=[O:7])[O:5][C:1]([CH3:2])([CH3:3])[CH3:4])=[CH:10][C:11]=1[CH3:32].